This data is from Reaction yield outcomes from USPTO patents with 853,638 reactions. The task is: Predict the reaction yield, written as a fraction of the theoretical maximum amount of product (1.0 means a 100% yield; for example, 0.34 means a 34% yield). (1) The reactants are [N:1]1[CH:6]=[CH:5][CH:4]=[CH:3][C:2]=1[C:7]1[N:11]=[C:10]([C:12]2[CH:17]=[C:16]([OH:18])[CH:15]=[C:14]([C:19]#[N:20])[CH:13]=2)[O:9][N:8]=1.C(=O)([O-])[O-].[K+].[K+].Br[CH2:28][C:29]([O:31][CH3:32])=[O:30]. The catalyst is CN(C)C=O.ClCCl. The product is [N:1]1[CH:6]=[CH:5][CH:4]=[CH:3][C:2]=1[C:7]1[N:11]=[C:10]([C:12]2[CH:17]=[C:16]([O:18][CH2:28][C:29]([O:31][CH3:32])=[O:30])[CH:15]=[C:14]([C:19]#[N:20])[CH:13]=2)[O:9][N:8]=1. The yield is 0.260. (2) The reactants are [CH2:1]([O:8][C:9]1[CH:21]=[C:20]2[C:12]([C:13]3[CH:14]=[CH:15][C:16]([NH:22]C(=O)OC(C)(C)C)=[CH:17][C:18]=3[NH:19]2)=[CH:11][CH:10]=1)[C:2]1[CH:7]=[CH:6][CH:5]=[CH:4][CH:3]=1.Cl. The product is [CH2:1]([O:8][C:9]1[CH:21]=[C:20]2[C:12]([C:13]3[CH:14]=[CH:15][C:16]([NH2:22])=[CH:17][C:18]=3[NH:19]2)=[CH:11][CH:10]=1)[C:2]1[CH:3]=[CH:4][CH:5]=[CH:6][CH:7]=1. The yield is 1.00. The catalyst is O1CCOCC1. (3) The yield is 0.700. The reactants are [C:1]1([CH:7]=[CH:8][C:9](Cl)=[O:10])[CH:6]=[CH:5][CH:4]=[CH:3][CH:2]=1.COC(=O)[C:15]([C:17]1[CH:22]=[CH:21][CH:20]=[C:19]([NH2:23])[CH:18]=1)=[CH2:16].[C:25]([O-:28])(O)=[O:26].[Na+].O1CCC[CH2:31]1. The catalyst is O. The product is [CH3:31][O:28][C:25](=[O:26])[CH:16]=[CH:15][C:17]1[CH:22]=[CH:21][CH:20]=[C:19]([NH:23][C:9](=[O:10])[CH:8]=[CH:7][C:1]2[CH:6]=[CH:5][CH:4]=[CH:3][CH:2]=2)[CH:18]=1. (4) The reactants are [Si:1]([O:8][C@@H:9]1[C@@:28]2([CH3:29])[C:13](=[CH:14][CH:15]=[C:16]3[C@@H:27]2[CH2:26][CH2:25][C@@:24]2([CH3:30])[C@H:17]3[CH2:18][CH:19]=[C:20]2[C@@H:21]([OH:23])[CH3:22])[CH2:12][C@@H:11]([O:31][Si:32]([C:35]([CH3:38])([CH3:37])[CH3:36])([CH3:34])[CH3:33])[CH2:10]1)([C:4]([CH3:7])([CH3:6])[CH3:5])([CH3:3])[CH3:2].[Cr](O[Cr]([O-])(=O)=O)([O-])(=O)=O.[NH+]1C=CC=CC=1.[NH+]1C=CC=CC=1.[O-][Si]([O-])=O.[Mg+2]. The catalyst is ClCCl. The product is [Si:1]([O:8][C@@H:9]1[C@@:28]2([CH3:29])[C:13](=[CH:14][CH:15]=[C:16]3[C@@H:27]2[CH2:26][CH2:25][C@@:24]2([CH3:30])[C@H:17]3[CH2:18][CH:19]=[C:20]2[C:21](=[O:23])[CH3:22])[CH2:12][C@@H:11]([O:31][Si:32]([C:35]([CH3:38])([CH3:37])[CH3:36])([CH3:33])[CH3:34])[CH2:10]1)([C:4]([CH3:7])([CH3:6])[CH3:5])([CH3:3])[CH3:2]. The yield is 0.570.